Regression. Given a peptide amino acid sequence and an MHC pseudo amino acid sequence, predict their binding affinity value. This is MHC class I binding data. From a dataset of Peptide-MHC class I binding affinity with 185,985 pairs from IEDB/IMGT. (1) The peptide sequence is VWAPLILAYFPVF. The MHC is HLA-A30:02 with pseudo-sequence HLA-A30:02. The binding affinity (normalized) is 0. (2) The peptide sequence is IVARRKDQT. The MHC is HLA-A02:01 with pseudo-sequence HLA-A02:01. The binding affinity (normalized) is 0. (3) The peptide sequence is ESTINLLPY. The MHC is HLA-B57:01 with pseudo-sequence HLA-B57:01. The binding affinity (normalized) is 0.0847. (4) The peptide sequence is NPPPASTNR. The MHC is HLA-A02:06 with pseudo-sequence HLA-A02:06. The binding affinity (normalized) is 0. (5) The peptide sequence is SAPSLKATCT. The MHC is Mamu-A01 with pseudo-sequence Mamu-A01. The binding affinity (normalized) is 0.354. (6) The peptide sequence is FIFQSSMTK. The MHC is HLA-A03:01 with pseudo-sequence HLA-A03:01. The binding affinity (normalized) is 0.750.